From a dataset of Catalyst prediction with 721,799 reactions and 888 catalyst types from USPTO. Predict which catalyst facilitates the given reaction. (1) Reactant: C[O:2][C:3](=O)[C@@H:4]([NH:14][C:15]([O:17][C:18]([CH3:21])([CH3:20])[CH3:19])=[O:16])[CH2:5][C:6]1[CH:11]=[CH:10][C:9]([OH:12])=[C:8]([Cl:13])[CH:7]=1.[BH4-].[Li+]. Product: [C:18]([O:17][C:15](=[O:16])[NH:14][C@@H:4]([CH2:5][C:6]1[CH:11]=[CH:10][C:9]([OH:12])=[C:8]([Cl:13])[CH:7]=1)[CH2:3][OH:2])([CH3:21])([CH3:19])[CH3:20]. The catalyst class is: 111. (2) Reactant: [F:1][C:2]1[CH:27]=[CH:26][C:5]([CH2:6][N:7]2[C:15]3[C:10](=[CH:11][CH:12]=[CH:13][CH:14]=3)[CH:9]=[C:8]2[C:16]([N:18]2[CH2:23][CH2:22][CH:21]([CH:24]=O)[CH2:20][CH2:19]2)=[O:17])=[CH:4][CH:3]=1.[C:28]1([CH3:37])[CH:33]=[CH:32][C:31]([CH2:34][CH2:35][NH2:36])=[CH:30][CH:29]=1.C([BH3-])#N.[Na+].C(O)(=O)C. Product: [F:1][C:2]1[CH:27]=[CH:26][C:5]([CH2:6][N:7]2[C:15]3[C:10](=[CH:11][CH:12]=[CH:13][CH:14]=3)[CH:9]=[C:8]2[C:16]([N:18]2[CH2:23][CH2:22][CH:21]([CH2:24][NH:36][CH2:35][CH2:34][C:31]3[CH:32]=[CH:33][C:28]([CH3:37])=[CH:29][CH:30]=3)[CH2:20][CH2:19]2)=[O:17])=[CH:4][CH:3]=1. The catalyst class is: 1. (3) Reactant: C(O)(C(F)(F)F)=O.[Cl:8][C:9]1[CH:14]=[CH:13][C:12]([CH:15]([NH:22][C:23]([C:25]2([NH:40]C(=O)OC(C)(C)C)[CH2:30][CH2:29][N:28]([C:31]3[C:32]4[CH:39]=[CH:38][NH:37][C:33]=4[N:34]=[CH:35][N:36]=3)[CH2:27][CH2:26]2)=[O:24])[CH2:16][C:17]([N:19]([CH3:21])[CH3:20])=[O:18])=[CH:11][CH:10]=1. Product: [NH2:40][C:25]1([C:23]([NH:22][CH:15]([C:12]2[CH:13]=[CH:14][C:9]([Cl:8])=[CH:10][CH:11]=2)[CH2:16][C:17]([N:19]([CH3:20])[CH3:21])=[O:18])=[O:24])[CH2:26][CH2:27][N:28]([C:31]2[C:32]3[CH:39]=[CH:38][NH:37][C:33]=3[N:34]=[CH:35][N:36]=2)[CH2:29][CH2:30]1. The catalyst class is: 4. (4) Reactant: [Br:1][C:2]1[CH:7]=[C:6]([O:8][C:9]2[CH:10]=[C:11]([CH:15]=[CH:16][CH:17]=2)[C:12]([OH:14])=O)[CH:5]=[CH:4][N:3]=1.CN(C(ON1N=NC2C=CC=NC1=2)=[N+](C)C)C.F[P-](F)(F)(F)(F)F.[NH2:42][C:43]1[CH:48]=[CH:47][CH:46]=[C:45]([CH3:49])[CH:44]=1.C(N(CC)C(C)C)(C)C. Product: [Br:1][C:2]1[CH:7]=[C:6]([O:8][C:9]2[CH:10]=[C:11]([CH:15]=[CH:16][CH:17]=2)[C:12]([NH:42][C:43]2[CH:44]=[C:45]([CH3:49])[CH:46]=[CH:47][CH:48]=2)=[O:14])[CH:5]=[CH:4][N:3]=1. The catalyst class is: 18. (5) Reactant: [NH2:1][CH2:2][CH:3]1[CH2:8][CH2:7][C:6]2[C:9]3[C:14]([NH:15][C:16]4[CH:17]=[C:18]5[C:22](=[CH:23][CH:24]=4)[NH:21][N:20]=[CH:19]5)=[N:13][CH:12]=[N:11][C:10]=3[S:25][C:5]=2[CH2:4]1.[N:26]([CH:29]([CH3:31])[CH3:30])=[C:27]=[O:28]. Product: [NH:21]1[C:22]2[C:18](=[CH:17][C:16]([NH:15][C:14]3[C:9]4[C:6]5[CH2:7][CH2:8][CH:3]([CH2:2][NH:1][C:27]([NH:26][CH:29]([CH3:31])[CH3:30])=[O:28])[CH2:4][C:5]=5[S:25][C:10]=4[N:11]=[CH:12][N:13]=3)=[CH:24][CH:23]=2)[CH:19]=[N:20]1. The catalyst class is: 7.